This data is from Catalyst prediction with 721,799 reactions and 888 catalyst types from USPTO. The task is: Predict which catalyst facilitates the given reaction. (1) Reactant: [CH3:1][NH:2][C:3]1[C:8]([NH2:9])=[CH:7][C:6]([C:10]([F:13])([F:12])[F:11])=[CH:5][N:4]=1.[CH2:14]([S:16][C:17]1[N:18]([C:23](O)=O)NC=[CH:21][CH:22]=1)[CH3:15].CCN=C=NCCC[N:34]([CH3:36])C.Cl.C1C=CC2N([OH:47])N=NC=2C=1. Product: [CH3:1][NH:2][C:3]1[C:8]([NH:9][C:21]([C:22]2[C:17]([S:16][CH2:14][CH3:15])=[N:18][CH:23]=[CH:36][N:34]=2)=[O:47])=[CH:7][C:6]([C:10]([F:13])([F:11])[F:12])=[CH:5][N:4]=1. The catalyst class is: 803. (2) Reactant: N.[CH2:2]([O:9][C:10]1[CH:11]=[C:12]([CH:14]=[CH:15][CH:16]=1)[NH2:13])[C:3]1[CH:8]=[CH:7][CH:6]=[CH:5][CH:4]=1.[C:17](C1NC=CN=1)(C1NC=CN=1)=[S:18]. Product: [CH2:2]([O:9][C:10]1[CH:11]=[C:12]([N:13]=[C:17]=[S:18])[CH:14]=[CH:15][CH:16]=1)[C:3]1[CH:4]=[CH:5][CH:6]=[CH:7][CH:8]=1. The catalyst class is: 635. (3) The catalyst class is: 3. Product: [I:1][C:2]1[CH:3]=[CH:4][C:5]2[O:10][CH2:9][C:8](=[O:11])[N:7]([CH2:19][C:18]3[CH:21]=[CH:22][C:15]([O:14][CH3:13])=[CH:16][CH:17]=3)[C:6]=2[CH:12]=1. Reactant: [I:1][C:2]1[CH:3]=[CH:4][C:5]2[O:10][CH2:9][C:8](=[O:11])[NH:7][C:6]=2[CH:12]=1.[CH3:13][O:14][C:15]1[CH:22]=[CH:21][C:18]([CH2:19]Cl)=[CH:17][CH:16]=1.C([O-])([O-])=O.[Cs+].[Cs+]. (4) Reactant: C(S([NH:7][C:8]1([CH:12]([CH3:18])[C:13]([O:15][CH2:16][CH3:17])=[O:14])[CH2:11][O:10][CH2:9]1)=O)(C)(C)C.Cl.[OH-].[Na+].Cl[C:23]([O:25][CH2:26][C:27]1[CH:32]=[CH:31][CH:30]=[CH:29][CH:28]=1)=[O:24]. Product: [CH2:26]([O:25][C:23]([NH:7][C:8]1([CH:12]([CH3:18])[C:13]([O:15][CH2:16][CH3:17])=[O:14])[CH2:9][O:10][CH2:11]1)=[O:24])[C:27]1[CH:32]=[CH:31][CH:30]=[CH:29][CH:28]=1. The catalyst class is: 71. (5) Reactant: [Br:1][C:2]1[C:3](O)=[N:4][CH:5]=[N:6][C:7]=1[C:8]([F:11])([F:10])[F:9].P(Cl)(Cl)([Cl:15])=O.O. Product: [Br:1][C:2]1[C:3]([Cl:15])=[N:4][CH:5]=[N:6][C:7]=1[C:8]([F:11])([F:10])[F:9]. The catalyst class is: 22.